The task is: Binary Classification. Given a miRNA mature sequence and a target amino acid sequence, predict their likelihood of interaction.. This data is from Experimentally validated miRNA-target interactions with 360,000+ pairs, plus equal number of negative samples. The miRNA is mmu-miR-742-3p with sequence GAAAGCCACCAUGCUGGGUAAA. The protein sequence of the target gene is MEADGQSWAGESVSGPGPGGGGMIRELCRGFSRYRRYLGRLRQNLRETQKFFRDIKCSHSHSCPSSPAGGGAAELGPAGDVAEAPLPAGQLSCISFPPMEETYLQQLVDRLPCILILGQDCNAKCQLLNLLLGVQVLPTLKLDSDESCKLRRLRFTYGTRTRVSLALPGQYELVHTLASHQDNWETIPEEDLEVQEDSEDAAHVLADLEVTMHHALLQEVDIVVAPCPSHRPSVDVLSDLANDFLPVITYALHKDELSERGEQELREVRQYFSFPMFFFKVPKLEIISSSSGRAESERSP.... Result: 1 (interaction).